This data is from Forward reaction prediction with 1.9M reactions from USPTO patents (1976-2016). The task is: Predict the product of the given reaction. (1) Given the reactants [Cl:1][C:2]1[CH:7]=[CH:6][CH:5]=[CH:4][C:3]=1[C:8]1[C:9]2[CH:19]=[CH:18][C:17](=[O:20])[N:16]([CH:21]([CH2:24][CH3:25])[CH2:22][CH3:23])[C:10]=2[N:11]=[C:12](SC)[N:13]=1.[CH2:26]([N:28]([CH2:32][CH3:33])[CH2:29][CH2:30][NH2:31])[CH3:27], predict the reaction product. The product is: [Cl:1][C:2]1[CH:7]=[CH:6][CH:5]=[CH:4][C:3]=1[C:8]1[C:9]2[CH:19]=[CH:18][C:17](=[O:20])[N:16]([CH:21]([CH2:24][CH3:25])[CH2:22][CH3:23])[C:10]=2[N:11]=[C:12]([NH:31][CH2:30][CH2:29][N:28]([CH2:32][CH3:33])[CH2:26][CH3:27])[N:13]=1. (2) Given the reactants Br[C:2]1[CH:18]=[N:17][C:5]2[NH:6][C:7]3[CH:12]=[N:11][C:10]([C:13]#[N:14])=[C:9]([CH2:15][CH3:16])[C:8]=3[C:4]=2[CH:3]=1.[N:19]1([CH2:25][C:26]2[CH:31]=[CH:30][C:29](B(O)O)=[CH:28][CH:27]=2)[CH2:24][CH2:23][CH2:22][CH2:21][CH2:20]1, predict the reaction product. The product is: [CH2:15]([C:9]1[C:8]2[C:4]3[CH:3]=[C:2]([C:29]4[CH:28]=[CH:27][C:26]([CH2:25][N:19]5[CH2:24][CH2:23][CH2:22][CH2:21][CH2:20]5)=[CH:31][CH:30]=4)[CH:18]=[N:17][C:5]=3[NH:6][C:7]=2[CH:12]=[N:11][C:10]=1[C:13]#[N:14])[CH3:16]. (3) Given the reactants [Cl-:1].Cl[C:3]1([C:15]([OH:17])=[O:16])N(C2C(Cl)=CC=CN=2)NC=[CH:4]1.[Cl:18][C:19]1[CH:23]=C(C(O)=O)[N:21]([C:27]2[C:32]([Cl:33])=[CH:31][CH:30]=[CH:29][N:28]=2)[N:20]=1.N1[CH:39]=[CH:38][CH:37]=[CH:36][CH:35]=1.[C:40](#[N:42])[CH3:41], predict the reaction product. The product is: [Cl:1][C:36]1[CH:37]=[C:38]([CH3:39])[C:4]2[N:42]=[C:40]([C:41]3[N:21]([C:27]4[C:32]([Cl:33])=[CH:31][CH:30]=[CH:29][N:28]=4)[N:20]=[C:19]([Cl:18])[CH:23]=3)[O:17][C:15](=[O:16])[C:3]=2[CH:35]=1. (4) Given the reactants CC(OC([NH:8][CH2:9][CH2:10][CH2:11][CH2:12][C@H:13]([NH2:17])[C:14]([OH:16])=[O:15])=O)(C)C.[NH:18]([C:26]([O:28]CC1C2C(=CC=CC=2)C2C1=CC=CC=2)=O)[C@H:19]([C:23]([OH:25])=O)[CH:20]([CH3:22])[CH3:21].[NH:43](C(OCC1C2C(=CC=CC=2)C2C1=CC=CC=2)=O)[C@H:44](C(O)=O)[CH2:45][CH2:46][CH2:47][CH2:48][NH:49]C(OC(C)(C)C)=O.C(O)(C(F)(F)F)=O, predict the reaction product. The product is: [NH2:43][C@H:44]([C:26]([NH:18][C@H:19]([C:23]([NH:17][C@H:13]([C:14]([OH:16])=[O:15])[CH2:12][CH2:11][CH2:10][CH2:9][NH2:8])=[O:25])[CH:20]([CH3:21])[CH3:22])=[O:28])[CH2:45][CH2:46][CH2:47][CH2:48][NH2:49]. (5) Given the reactants C([O:5][C:6]1[C:7]([C:21]([CH3:24])([CH3:23])[CH3:22])=[CH:8][C:9]2[O:19][C:12]3([CH2:18][CH2:17][CH2:16][CH2:15][CH2:14][CH2:13]3)[CH2:11][C:10]=2[CH:20]=1)C=CC, predict the reaction product. The product is: [C:21]([C:7]1[C:6]([OH:5])=[C:20]([CH:20]([CH3:10])[CH:6]=[CH2:7])[C:10]2[CH2:11][C:12]3([O:19][C:9]=2[CH:8]=1)[CH2:18][CH2:17][CH2:16][CH2:15][CH2:14][CH2:13]3)([CH3:23])([CH3:24])[CH3:22]. (6) Given the reactants [CH3:1][O-:2].[Na+].[Cl:4][C:5]1[CH:10]=[C:9](Cl)[N:8]=[CH:7][N:6]=1.O, predict the reaction product. The product is: [Cl:4][C:5]1[CH:10]=[C:9]([O:2][CH3:1])[N:8]=[CH:7][N:6]=1. (7) Given the reactants [F:1][C:2]1[CH:22]=[C:21]([N+:23]([O-:25])=[O:24])[CH:20]=[CH:19][C:3]=1[O:4][C:5]1[CH:10]=[CH:9][N:8]=[C:7]2[CH:11]=[C:12]([C:14]3[N:15]=[CH:16][NH:17][CH:18]=3)[S:13][C:6]=12.[H-].[Na+].[CH2:28](Cl)[O:29][CH3:30], predict the reaction product. The product is: [F:1][C:2]1[CH:22]=[C:21]([N+:23]([O-:25])=[O:24])[CH:20]=[CH:19][C:3]=1[O:4][C:5]1[CH:10]=[CH:9][N:8]=[C:7]2[CH:11]=[C:12]([C:14]3[N:15]=[CH:16][N:17]([CH2:28][O:29][CH3:30])[CH:18]=3)[S:13][C:6]=12. (8) The product is: [CH2:1]([O:3][CH:4]([O:38][CH2:39][CH3:40])[C:5]1[CH:10]=[CH:9][C:8]([CH:11]2[NH:12][C:13]3[C:18]4[C:19](=[N:42][NH:43][C:33](=[O:35])[C:17]=4[CH:16]=[CH:15][CH:14]=3)[CH:20]2[C:21]2[CH:26]=[CH:25][C:24]([C:27]([N:28]([CH3:30])[CH3:29])=[O:31])=[CH:23][CH:22]=2)=[CH:7][CH:6]=1)[CH3:2]. Given the reactants [CH2:1]([O:3][CH:4]([O:38][CH2:39][CH3:40])[C:5]1[CH:10]=[CH:9][C:8]([CH:11]2[CH:20]([C:21]3[CH:26]=[CH:25][C:24]([C:27](=[O:31])[N:28]([CH3:30])[CH3:29])=[CH:23][CH:22]=3)[C:19](=O)[C:18]3[C:17]([C:33]([O:35]CC)=O)=[CH:16][CH:15]=[CH:14][C:13]=3[NH:12]2)=[CH:7][CH:6]=1)[CH3:2].O.[NH2:42][NH2:43], predict the reaction product. (9) Given the reactants [Cl:1][C:2]1[CH:7]=[C:6]([NH:8][C:9]2[N:17]=[CH:16][N:15]=[C:14]3[C:10]=2[N:11](COCC[Si](C)(C)C)[CH:12]=[N:13]3)[C:5](=[O:26])[N:4]2[C:27]3([CH2:35][CH2:34][CH2:33][CH2:32][CH2:31]3)[NH:28][C:29](=[O:30])[C:3]=12.FC(F)(F)C(O)=O, predict the reaction product. The product is: [Cl:1][C:2]1[CH:7]=[C:6]([NH:8][C:9]2[N:17]=[CH:16][N:15]=[C:14]3[C:10]=2[NH:11][CH:12]=[N:13]3)[C:5](=[O:26])[N:4]2[C:27]3([NH:28][C:29](=[O:30])[C:3]=12)[CH2:35][CH2:34][CH2:33][CH2:32][CH2:31]3.